From a dataset of Full USPTO retrosynthesis dataset with 1.9M reactions from patents (1976-2016). Predict the reactants needed to synthesize the given product. (1) Given the product [CH:21]([NH:24][C:25]([N:15]1[CH2:16][CH2:17][C:12]2[NH:11][N:10]=[C:9]([C:7]3[NH:6][C:5]4[CH:18]=[C:19]([CH3:20])[C:2]([CH3:1])=[CH:3][C:4]=4[N:8]=3)[C:13]=2[CH2:14]1)=[O:26])([CH3:23])[CH3:22], predict the reactants needed to synthesize it. The reactants are: [CH3:1][C:2]1[C:19]([CH3:20])=[CH:18][C:5]2[NH:6][C:7]([C:9]3[C:13]4[CH2:14][NH:15][CH2:16][CH2:17][C:12]=4[NH:11][N:10]=3)=[N:8][C:4]=2[CH:3]=1.[CH:21]([N:24]=[C:25]=[O:26])([CH3:23])[CH3:22]. (2) Given the product [CH2:1]([N:8]1[CH2:19][CH2:18][C:11]2[N:12]=[C:13]([Cl:17])[N:14]=[C:15]([N:26]3[CH2:27][CH2:28][C@@H:23]([O:22][CH3:21])[C:24]([CH3:30])([CH3:29])[CH2:25]3)[C:10]=2[CH2:9]1)[C:2]1[CH:7]=[CH:6][CH:5]=[CH:4][CH:3]=1, predict the reactants needed to synthesize it. The reactants are: [CH2:1]([N:8]1[CH2:19][CH2:18][C:11]2[N:12]=[C:13]([Cl:17])[N:14]=[C:15](Cl)[C:10]=2[CH2:9]1)[C:2]1[CH:7]=[CH:6][CH:5]=[CH:4][CH:3]=1.[Cl-].[CH3:21][O:22][C@@H:23]1[CH2:28][CH2:27][NH2+:26][CH2:25][C:24]1([CH3:30])[CH3:29]. (3) Given the product [C:5]([O:4][C:3]([NH:2][O:1][CH:13]([CH3:19])[C:14]([O:16][CH2:17][CH3:18])=[O:15])=[O:9])([CH3:8])([CH3:7])[CH3:6], predict the reactants needed to synthesize it. The reactants are: [OH:1][NH:2][C:3](=[O:9])[O:4][C:5]([CH3:8])([CH3:7])[CH3:6].[OH-].[K+].Br[CH:13]([CH3:19])[C:14]([O:16][CH2:17][CH3:18])=[O:15]. (4) Given the product [C:25]([N:15]1[CH2:16][CH2:17][CH2:18][C@H:14]1[CH2:13][O:12][C:10]1[CH:9]=[CH:8][CH:7]=[C:6]2[C:11]=1[C:2]([NH2:1])=[C:3]([C:20]([O:22][CH2:23][CH3:24])=[O:21])[C:4]([CH3:19])=[N:5]2)(=[O:27])[CH3:26], predict the reactants needed to synthesize it. The reactants are: [NH2:1][C:2]1[C:11]2[C:6](=[CH:7][CH:8]=[CH:9][C:10]=2[O:12][CH2:13][C@@H:14]2[CH2:18][CH2:17][CH2:16][NH:15]2)[N:5]=[C:4]([CH3:19])[C:3]=1[C:20]([O:22][CH2:23][CH3:24])=[O:21].[C:25](OC(=O)C)(=[O:27])[CH3:26]. (5) Given the product [Si:1]([O:8][CH:9]([C:11]1[O:12][C:13](=[O:23])[C:14]2[C:19]([C:20]=1[CH2:21][N:24]1[CH2:29][CH2:28][O:27][CH2:26][CH2:25]1)=[CH:18][CH:17]=[CH:16][CH:15]=2)[CH3:10])([C:4]([CH3:7])([CH3:5])[CH3:6])([CH3:3])[CH3:2], predict the reactants needed to synthesize it. The reactants are: [Si:1]([O:8][CH:9]([C:11]1[O:12][C:13](=[O:23])[C:14]2[C:19]([C:20]=1[CH:21]=O)=[CH:18][CH:17]=[CH:16][CH:15]=2)[CH3:10])([C:4]([CH3:7])([CH3:6])[CH3:5])([CH3:3])[CH3:2].[NH:24]1[CH2:29][CH2:28][O:27][CH2:26][CH2:25]1.C(O[BH-](OC(=O)C)OC(=O)C)(=O)C.[Na+].C(O)(=O)C. (6) Given the product [N:8]1[C:6]2[C:5](=[CH:9][CH:15]=[CH:16][CH:7]=2)[CH:4]=[CH:3][CH:2]=1, predict the reactants needed to synthesize it. The reactants are: O1[CH2:5][CH2:4][CH2:3][CH2:2]1.[C:6](#[N:8])[CH3:7].[CH3:9]O.C(O[CH2:15][CH3:16])(=O)C.